Dataset: Full USPTO retrosynthesis dataset with 1.9M reactions from patents (1976-2016). Task: Predict the reactants needed to synthesize the given product. (1) Given the product [ClH:34].[CH2:27]([N:22]1[C:21]2=[C:16]([NH:7][CH2:8][C:9]3[CH:10]=[CH:11][C:12]([F:15])=[CH:13][CH:14]=3)[N:17]=[C:18]([Cl:34])[CH:19]=[C:20]2[C:24]([CH3:25])=[C:23]1[CH3:26])[C:28]1[CH:29]=[CH:30][CH:31]=[CH:32][CH:33]=1, predict the reactants needed to synthesize it. The reactants are: C(OC(=O)[N:7]([C:16]1[N:17]=[C:18]([Cl:34])[CH:19]=[C:20]2[C:24]([CH3:25])=[C:23]([CH3:26])[N:22]([CH2:27][C:28]3[CH:33]=[CH:32][CH:31]=[CH:30][CH:29]=3)[C:21]=12)[CH2:8][C:9]1[CH:14]=[CH:13][C:12]([F:15])=[CH:11][CH:10]=1)(C)(C)C.Cl. (2) Given the product [NH2:1][C:2]1[C:11]2[C:6](=[C:7]([C:28]3[CH:29]=[N:30][CH:31]=[CH:32][C:27]=3[O:26][CH3:25])[CH:8]=[CH:9][CH:10]=2)[N:5]=[N:4][C:3]=1[C:13]([NH:15][CH2:16][CH2:17][CH3:18])=[O:14], predict the reactants needed to synthesize it. The reactants are: [NH2:1][C:2]1[C:11]2[C:6](=[C:7](I)[CH:8]=[CH:9][CH:10]=2)[N:5]=[N:4][C:3]=1[C:13]([NH:15][CH2:16][CH2:17][CH3:18])=[O:14].C(=O)(O)[O-].[Na+].O.[CH3:25][O:26][C:27]1[CH:32]=[CH:31][N:30]=[CH:29][C:28]=1B(O)O. (3) Given the product [CH3:15][N:4]1[C:5]2=[N:6][CH:7]=[C:8]([N+:12]([O-:14])=[O:13])[C:9]([CH3:11])=[C:10]2[C:2]([B:61]2[O:62][C:63]([CH3:65])([CH3:64])[C:59]([CH3:66])([CH3:58])[O:60]2)=[CH:3]1, predict the reactants needed to synthesize it. The reactants are: I[C:2]1[C:10]2[C:5](=[N:6][CH:7]=[C:8]([N+:12]([O-:14])=[O:13])[C:9]=2[CH3:11])[N:4]([CH3:15])[CH:3]=1.CC1(C)C2C(=C(P(C3C=CC=CC=3)C3C=CC=CC=3)C=CC=2)OC2C(P(C3C=CC=CC=3)C3C=CC=CC=3)=CC=CC1=2.[CH3:58][C:59]1([CH3:66])[C:63]([CH3:65])([CH3:64])[O:62][BH:61][O:60]1. (4) Given the product [CH:11]1([C:9]2[N:10]=[C:5]([NH:4][CH:1]([CH3:3])[CH3:2])[C:6]3[N:7]([C:19](=[O:22])[NH:20][N:21]=3)[CH:8]=2)[CH2:12][CH2:13][CH2:14][CH2:15]1, predict the reactants needed to synthesize it. The reactants are: [CH:1]([NH:4][C:5]1[C:6]2[N:7]([C:19](=[O:22])[NH:20][N:21]=2)[CH:8]=[C:9]([C:11]2(C(O)=O)[CH2:15][CH2:14][CH2:13][CH2:12]2)[N:10]=1)([CH3:3])[CH3:2].